This data is from Reaction yield outcomes from USPTO patents with 853,638 reactions. The task is: Predict the reaction yield, written as a fraction of the theoretical maximum amount of product (1.0 means a 100% yield; for example, 0.34 means a 34% yield). (1) The reactants are [CH3:1][C:2]1[C:3]([C:11]2[S:15][C:14]([C:16]([OH:18])=O)=[CH:13][CH:12]=2)=[N:4][O:5][C:6]=1[C:7]([F:10])([F:9])[F:8].[Cl:19][C:20]1[CH:26]=[CH:25][CH:24]=[CH:23][C:21]=1[NH2:22]. No catalyst specified. The product is [Cl:19][C:20]1[CH:26]=[CH:25][CH:24]=[CH:23][C:21]=1[NH:22][C:16]([C:14]1[S:15][C:11]([C:3]2[C:2]([CH3:1])=[C:6]([C:7]([F:8])([F:9])[F:10])[O:5][N:4]=2)=[CH:12][CH:13]=1)=[O:18]. The yield is 0.430. (2) The reactants are C([O:4][CH:5]([CH3:24])[C:6]([NH:8][CH2:9][CH2:10][CH:11]1[C:22]2[C:21]3[O:20][C:19]([CH3:23])=[N:18][C:17]=3[CH:16]=[CH:15][C:14]=2[CH2:13][CH2:12]1)=[O:7])(=O)C.[OH-].[Na+]. The catalyst is O1CCCC1. The product is [OH:4][CH:5]([CH3:24])[C:6]([NH:8][CH2:9][CH2:10][CH:11]1[C:22]2[C:21]3[O:20][C:19]([CH3:23])=[N:18][C:17]=3[CH:16]=[CH:15][C:14]=2[CH2:13][CH2:12]1)=[O:7]. The yield is 0.860. (3) The reactants are P([O-])([O-])([O-])=O.[K+].[K+].[K+].Br[C:10]1[CH:29]=[CH:28][C:13]([CH2:14][N:15]2[C:23]3[C:18](=[N:19][CH:20]=[CH:21][CH:22]=3)[C:17]([C:24]([O:26][CH3:27])=[O:25])=[CH:16]2)=[C:12]([F:30])[CH:11]=1.[CH3:31][N:32]1[CH:36]=[C:35](B2OC(C)(C)C(C)(C)O2)[CH:34]=[N:33]1.C1(P(C2CCCCC2)C2CCCCC2)CCCCC1. The catalyst is O.C(OCC)(=O)C.C1C=CC(/C=C/C(/C=C/C2C=CC=CC=2)=O)=CC=1.C1C=CC(/C=C/C(/C=C/C2C=CC=CC=2)=O)=CC=1.C1C=CC(/C=C/C(/C=C/C2C=CC=CC=2)=O)=CC=1.[Pd].[Pd].O1CCOCC1. The product is [F:30][C:12]1[CH:11]=[C:10]([C:35]2[CH:34]=[N:33][N:32]([CH3:31])[CH:36]=2)[CH:29]=[CH:28][C:13]=1[CH2:14][N:15]1[C:23]2[C:18](=[N:19][CH:20]=[CH:21][CH:22]=2)[C:17]([C:24]([O:26][CH3:27])=[O:25])=[CH:16]1. The yield is 0.740. (4) The reactants are [NH2:1][C:2]1[CH:3]=[C:4](/[CH:24]=[C:25]2/[C:26]([NH:31][CH3:32])=[N:27][C:28](=[O:30])[S:29]/2)[CH:5]=[CH:6][C:7]=1[O:8][CH2:9][C:10]1[CH:15]=[CH:14][C:13]([C:16]([F:19])([F:18])[F:17])=[CH:12][C:11]=1[C:20]([F:23])([F:22])[F:21].C([BH3-])#N.[Na+].O1[CH2:41][CH2:40][CH2:39]C1.[C:42](#N)C. The catalyst is C(O)(=O)C. The product is [F:23][C:20]([F:21])([F:22])[C:11]1[CH:12]=[C:13]([C:16]([F:17])([F:18])[F:19])[CH:14]=[CH:15][C:10]=1[CH2:9][O:8][C:7]1[CH:6]=[CH:5][C:4](/[CH:24]=[C:25]2/[C:26]([NH:31][CH3:32])=[N:27][C:28](=[O:30])[S:29]/2)=[CH:3][C:2]=1[NH:1][CH2:42][CH:40]([CH3:39])[CH3:41]. The yield is 0.190. (5) The reactants are [C:1]([C:4]1[CH:9]=[CH:8][C:7]([NH:10][C:11](=[O:13])[CH3:12])=[CH:6][C:5]=1[F:14])(=[O:3])[CH3:2].[Br:15]Br. The catalyst is C(Cl)(Cl)Cl. The product is [Br:15][CH2:2][C:1]([C:4]1[CH:9]=[CH:8][C:7]([NH:10][C:11](=[O:13])[CH3:12])=[CH:6][C:5]=1[F:14])=[O:3]. The yield is 0.430. (6) The reactants are [NH:1]1[CH2:6][CH2:5][S:4][CH2:3][CH2:2]1.Cl[CH2:8][C:9]1[CH:34]=[CH:33][C:12]([C:13]([NH:15][C:16]2[CH:21]=C[C:19]([O:22][C:23](=[O:32])[N:24]([CH3:31])[C:25]3[CH:30]=[CH:29][CH:28]=[CH:27][CH:26]=3)=[CH:18][CH:17]=2)=[O:14])=[CH:11][CH:10]=1.[I-].[Na+].O.C[N:39](C)C=O. No catalyst specified. The product is [N:1]1([CH2:8][C:9]2[CH:34]=[CH:33][C:12]([C:13]([NH:15][C:16]3[CH:17]=[CH:18][C:19]([O:22][C:23](=[O:32])[N:24]([CH3:31])[C:25]4[CH:30]=[CH:29][CH:28]=[CH:27][CH:26]=4)=[N:39][CH:21]=3)=[O:14])=[CH:11][CH:10]=2)[CH2:6][CH2:5][S:4][CH2:3][CH2:2]1. The yield is 0.920. (7) The reactants are [Br:1][C:2]1[CH:3]=[C:4]([CH2:12][OH:13])[CH:5]=[C:6]([C:8]([F:11])([F:10])[F:9])[CH:7]=1.ClC1C=C(C=C(C(F)(F)F)C=1)C=O. No catalyst specified. The product is [Br:1][C:2]1[CH:3]=[C:4]([CH:5]=[C:6]([C:8]([F:9])([F:10])[F:11])[CH:7]=1)[CH:12]=[O:13]. The yield is 0.850.